Dataset: Full USPTO retrosynthesis dataset with 1.9M reactions from patents (1976-2016). Task: Predict the reactants needed to synthesize the given product. Given the product [N+:23]([C:2]1[CH:7]=[CH:6][C:5]([N:8]2[C:13](=[O:14])[C:12]([C:15]#[N:16])=[C:11]([CH3:17])[C:10]([C:18]([O:20][CH2:21][CH3:22])=[O:19])=[N:9]2)=[CH:4][CH:3]=1)([O-:25])=[O:24], predict the reactants needed to synthesize it. The reactants are: Cl[C:2]1[CH:7]=[CH:6][C:5]([N:8]2[C:13](=[O:14])[C:12]([C:15]#[N:16])=[C:11]([CH3:17])[C:10]([C:18]([O:20][CH2:21][CH3:22])=[O:19])=[N:9]2)=[CH:4][CH:3]=1.[N+:23](C1C=CC(NN=C(C(=O)C)C(OCC)=O)=CC=1)([O-:25])=[O:24].